From a dataset of NCI-60 drug combinations with 297,098 pairs across 59 cell lines. Regression. Given two drug SMILES strings and cell line genomic features, predict the synergy score measuring deviation from expected non-interaction effect. Cell line: M14. Synergy scores: CSS=54.7, Synergy_ZIP=-8.49, Synergy_Bliss=-10.8, Synergy_Loewe=-6.66, Synergy_HSA=-2.28. Drug 2: CC1=C(C(=O)C2=C(C1=O)N3CC4C(C3(C2COC(=O)N)OC)N4)N. Drug 1: CCN(CC)CCNC(=O)C1=C(NC(=C1C)C=C2C3=C(C=CC(=C3)F)NC2=O)C.